From a dataset of Full USPTO retrosynthesis dataset with 1.9M reactions from patents (1976-2016). Predict the reactants needed to synthesize the given product. Given the product [CH3:12][C:13]1([CH3:20])[O:17][C@H:16]([CH2:18][O:1][C:2]2[CH:3]=[C:4]([CH3:11])[C:5]([CH:6]=[O:7])=[C:8]([CH3:10])[CH:9]=2)[CH2:15][O:14]1, predict the reactants needed to synthesize it. The reactants are: [OH:1][C:2]1[CH:9]=[C:8]([CH3:10])[C:5]([CH:6]=[O:7])=[C:4]([CH3:11])[CH:3]=1.[CH3:12][C:13]1([CH3:20])[O:17][C@H:16]([CH2:18]O)[CH2:15][O:14]1.C1C=CC(P(C2C=CC=CC=2)C2C=CC=CC=2)=CC=1.CCOC(/N=N/C(OCC)=O)=O.